From a dataset of Forward reaction prediction with 1.9M reactions from USPTO patents (1976-2016). Predict the product of the given reaction. The product is: [CH3:33][O:32][C:30]1[CH:31]=[C:26]([CH2:25][CH2:24][C:22]2[CH:23]=[C:19]([NH:18][C:16]([C:13]3[CH:12]=[N:11][C:10]([N:6]4[CH2:5][CH2:4][NH:3][C:2]([CH3:8])([CH3:1])[CH2:7]4)=[CH:15][N:14]=3)=[O:17])[NH:20][N:21]=2)[CH:27]=[C:28]([O:34][CH3:35])[CH:29]=1. Given the reactants [CH3:1][C:2]1([CH3:8])[CH2:7][NH:6][CH2:5][CH2:4][NH:3]1.Cl[C:10]1[N:11]=[CH:12][C:13]([C:16]([NH:18][C:19]2[NH:20][N:21]=[C:22]([CH2:24][CH2:25][C:26]3[CH:31]=[C:30]([O:32][CH3:33])[CH:29]=[C:28]([O:34][CH3:35])[CH:27]=3)[CH:23]=2)=[O:17])=[N:14][CH:15]=1, predict the reaction product.